From a dataset of Reaction yield outcomes from USPTO patents with 853,638 reactions. Predict the reaction yield, written as a fraction of the theoretical maximum amount of product (1.0 means a 100% yield; for example, 0.34 means a 34% yield). The reactants are [Br:1][C:2]#[C:3][C:4]1[CH:13]=[CH:12][C:7]([C:8]([O:10]C)=[O:9])=[CH:6][CH:5]=1.[OH-].[Na+]. The catalyst is CO.C1COCC1.O. The product is [Br:1][C:2]#[C:3][C:4]1[CH:13]=[CH:12][C:7]([C:8]([OH:10])=[O:9])=[CH:6][CH:5]=1. The yield is 0.960.